Dataset: Reaction yield outcomes from USPTO patents with 853,638 reactions. Task: Predict the reaction yield, written as a fraction of the theoretical maximum amount of product (1.0 means a 100% yield; for example, 0.34 means a 34% yield). (1) The reactants are [Si:1]([O:8][C@H:9]1[CH2:13][C@H:12]([O:14][C:15]2[CH:20]=[CH:19][N:18]=[C:17]([NH:21][C@@H:22]3[C:30]4[C:25](=[CH:26][C:27]([Cl:31])=[CH:28][CH:29]=4)[C:24]([CH3:33])([CH3:32])[CH2:23]3)[CH:16]=2)[CH2:11][C@H:10]1[CH2:34][OH:35])([C:4]([CH3:7])([CH3:6])[CH3:5])([CH3:3])[CH3:2].Cl[S:37]([NH2:40])(=[O:39])=[O:38].CCOC(C)=O.CCN(CC)CC. The catalyst is CC(N(C)C)=O.C(#N)C. The product is [S:37](=[O:39])(=[O:38])([O:35][CH2:34][C@@H:10]1[CH2:11][C@@H:12]([O:14][C:15]2[CH:20]=[CH:19][N:18]=[C:17]([NH:21][C@@H:22]3[C:30]4[C:25](=[CH:26][C:27]([Cl:31])=[CH:28][CH:29]=4)[C:24]([CH3:33])([CH3:32])[CH2:23]3)[CH:16]=2)[CH2:13][C@@H:9]1[O:8][Si:1]([C:4]([CH3:7])([CH3:6])[CH3:5])([CH3:3])[CH3:2])[NH2:40]. The yield is 0.890. (2) The reactants are I[CH2:2][C:3]1[S:7][C:6]([C:8]2[CH:13]=[CH:12][C:11]([C:14]([F:17])([F:16])[F:15])=[CH:10][CH:9]=2)=[N:5][C:4]=1[CH3:18].[CH3:19][O:20][C:21](=[O:33])[CH2:22][CH2:23][C:24]1[CH:29]=[CH:28][C:27]([CH2:30][OH:31])=[CH:26][C:25]=1[CH3:32].[H-].[Na+]. The catalyst is CN(C=O)C. The yield is 0.160. The product is [CH3:19][O:20][C:21](=[O:33])[CH2:22][CH2:23][C:24]1[CH:29]=[CH:28][C:27]([CH2:30][O:31][CH2:2][C:3]2[S:7][C:6]([C:8]3[CH:13]=[CH:12][C:11]([C:14]([F:17])([F:16])[F:15])=[CH:10][CH:9]=3)=[N:5][C:4]=2[CH3:18])=[CH:26][C:25]=1[CH3:32]. (3) The reactants are C([Li])CCC.IC1C=CC=CC=1.C(NC(C)C)(C)C.[Cl:20][C:21]1[CH:26]=[CH:25][CH:24]=[CH:23][N:22]=1.[CH:27](N1CCCCC1)=[O:28]. The catalyst is C1COCC1. The product is [Cl:20][C:21]1[N:22]=[CH:23][CH:24]=[CH:25][C:26]=1[CH:27]=[O:28]. The yield is 0.540. (4) The reactants are C1(P(C2C=CC=CC=2)CCCCP(C2C=CC=CC=2)C2C=CC=CC=2)C=CC=CC=1.[C:31]([C:33]1[C:34]([O:64][CH3:65])=[C:35]([CH2:43][N:44]([CH3:63])[C:45](=[O:62])[CH:46]([N:55](CC=C)[CH2:56][CH:57]=[CH2:58])[C:47]2[CH:52]=[CH:51][CH:50]=[C:49]([O:53][CH3:54])[CH:48]=2)[C:36]2[C:41]([CH:42]=1)=[CH:40][CH:39]=[CH:38][CH:37]=2)#[N:32].SC1C=CC=CC=1C(O)=O. The catalyst is C1COCC1.CCOC(C)=O.C1C=CC(/C=C/C(/C=C/C2C=CC=CC=2)=O)=CC=1.C1C=CC(/C=C/C(/C=C/C2C=CC=CC=2)=O)=CC=1.[Pd]. The product is [CH2:56]([NH:55][CH:46]([C:47]1[CH:52]=[CH:51][CH:50]=[C:49]([O:53][CH3:54])[CH:48]=1)[C:45]([N:44]([CH2:43][C:35]1[C:36]2[C:41](=[CH:40][CH:39]=[CH:38][CH:37]=2)[CH:42]=[C:33]([C:31]#[N:32])[C:34]=1[O:64][CH3:65])[CH3:63])=[O:62])[CH:57]=[CH2:58]. The yield is 0.0700.